Dataset: Forward reaction prediction with 1.9M reactions from USPTO patents (1976-2016). Task: Predict the product of the given reaction. Given the reactants CC(C)([O-])C.[K+].[C:7]([C:9]1[CH:10]=[C:11]([C:23]2[N:28]=[CH:27][N:26]=[C:25]([NH:29][C:30]3[CH:35]=[CH:34][C:33]([N:36]4[CH2:41][CH2:40][N:39]([C:42]([O:44][C:45]([CH3:48])([CH3:47])[CH3:46])=[O:43])[CH2:38][CH2:37]4)=[C:32]([F:49])[CH:31]=3)[N:24]=2)[CH:12]=[CH:13][C:14]=1[O:15][C@H:16]1[CH2:21][CH2:20][O:19][CH2:18][C@H:17]1[F:22])#[N:8].F[C@H]1[C@@H](O)CCOC1.C(C1C=C(C2N=CN=C(NC3C=CC(N4CCN(C(OC(C)(C)C)=O)CC4)=C(F)C=3)N=2)C=CC=1F)#N, predict the reaction product. The product is: [C:7]([C:9]1[CH:10]=[C:11]([C:23]2[N:28]=[CH:27][N:26]=[C:25]([NH:29][C:30]3[CH:35]=[CH:34][C:33]([N:36]4[CH2:41][CH2:40][N:39]([C:42]([O:44][C:45]([CH3:47])([CH3:46])[CH3:48])=[O:43])[CH2:38][CH2:37]4)=[C:32]([F:49])[CH:31]=3)[N:24]=2)[CH:12]=[CH:13][C:14]=1[O:15][C@H:16]1[CH2:21][CH2:20][O:19][CH2:18][C@H:17]1[F:22])#[N:8].